This data is from NCI-60 drug combinations with 297,098 pairs across 59 cell lines. The task is: Regression. Given two drug SMILES strings and cell line genomic features, predict the synergy score measuring deviation from expected non-interaction effect. (1) Drug 1: C1=C(C(=O)NC(=O)N1)F. Drug 2: CN1C2=C(C=C(C=C2)N(CCCl)CCCl)N=C1CCCC(=O)O.Cl. Cell line: MOLT-4. Synergy scores: CSS=57.4, Synergy_ZIP=12.5, Synergy_Bliss=11.5, Synergy_Loewe=13.2, Synergy_HSA=16.4. (2) Drug 1: CN(C)C1=NC(=NC(=N1)N(C)C)N(C)C. Drug 2: C(CC(=O)O)C(=O)CN.Cl. Cell line: NCI-H322M. Synergy scores: CSS=10.4, Synergy_ZIP=-5.26, Synergy_Bliss=-7.07, Synergy_Loewe=-16.4, Synergy_HSA=-8.99. (3) Drug 1: CC1OCC2C(O1)C(C(C(O2)OC3C4COC(=O)C4C(C5=CC6=C(C=C35)OCO6)C7=CC(=C(C(=C7)OC)O)OC)O)O. Drug 2: COC1=C2C(=CC3=C1OC=C3)C=CC(=O)O2. Cell line: OVCAR-4. Synergy scores: CSS=3.16, Synergy_ZIP=-2.32, Synergy_Bliss=0.761, Synergy_Loewe=0.683, Synergy_HSA=1.40. (4) Drug 1: CS(=O)(=O)CCNCC1=CC=C(O1)C2=CC3=C(C=C2)N=CN=C3NC4=CC(=C(C=C4)OCC5=CC(=CC=C5)F)Cl. Drug 2: COCCOC1=C(C=C2C(=C1)C(=NC=N2)NC3=CC=CC(=C3)C#C)OCCOC.Cl. Cell line: NCIH23. Synergy scores: CSS=2.68, Synergy_ZIP=-2.20, Synergy_Bliss=-2.37, Synergy_Loewe=-4.66, Synergy_HSA=-2.59.